This data is from Full USPTO retrosynthesis dataset with 1.9M reactions from patents (1976-2016). The task is: Predict the reactants needed to synthesize the given product. (1) Given the product [Cl:22][C:17]1[CH:16]=[C:15]([C:13]2[N:14]=[C:10]([C:8]3[CH:9]=[C:4]([C:3]([OH:2])=[O:24])[C:5]([C:28]4[CH:29]=[CH:30][CH:31]=[CH:32][C:27]=4[O:26][CH3:25])=[CH:6][CH:7]=3)[S:11][CH:12]=2)[CH:20]=[CH:19][C:18]=1[Cl:21], predict the reactants needed to synthesize it. The reactants are: C[O:2][C:3](=[O:24])[C:4]1[CH:9]=[C:8]([C:10]2[S:11][CH:12]=[C:13]([C:15]3[CH:20]=[CH:19][C:18]([Cl:21])=[C:17]([Cl:22])[CH:16]=3)[N:14]=2)[CH:7]=[CH:6][C:5]=1Br.[CH3:25][O:26][C:27]1[CH:32]=[CH:31][CH:30]=[CH:29][C:28]=1B(O)O. (2) Given the product [F:4][C:2]([C:5]1[O:9][C:8]([CH2:10][N:11]2[CH:15]=[C:14]([NH:16][C:31]([C:26]3[N:27]=[C:28]([CH3:30])[O:29][C:25]=3[C:21]3[CH:22]=[CH:23][CH:24]=[C:19]([O:18][CH3:17])[CH:20]=3)=[O:32])[CH:13]=[N:12]2)=[CH:7][CH:6]=1)([F:1])[CH3:3], predict the reactants needed to synthesize it. The reactants are: [F:1][C:2]([C:5]1[O:9][C:8]([CH2:10][N:11]2[CH:15]=[C:14]([NH2:16])[CH:13]=[N:12]2)=[CH:7][CH:6]=1)([F:4])[CH3:3].[CH3:17][O:18][C:19]1[CH:20]=[C:21]([C:25]2[O:29][C:28]([CH3:30])=[N:27][C:26]=2[C:31](O)=[O:32])[CH:22]=[CH:23][CH:24]=1. (3) Given the product [C:3]([O:7][C:8]([N:10]1[C@@H:14]([CH2:15][CH2:16][C:17]([OH:19])=[O:18])[CH2:13][O:12][C:11]1([CH3:22])[CH3:21])=[O:9])([CH3:6])([CH3:4])[CH3:5], predict the reactants needed to synthesize it. The reactants are: [OH-].[Na+].[C:3]([O:7][C:8]([N:10]1[C@@H:14]([CH2:15][CH2:16][C:17]([O:19]C)=[O:18])[CH2:13][O:12][C:11]1([CH3:22])[CH3:21])=[O:9])([CH3:6])([CH3:5])[CH3:4]. (4) Given the product [C:1]([NH:4][C:5]1[S:6][CH:7]=[C:8]([CH2:10][NH:11][C:12]2[CH:13]=[CH:14][C:15]([C:16]([NH:18][C:19]([NH:21][NH:22][C:23]([O:25][C:26]([CH3:28])([CH3:27])[CH3:29])=[O:24])=[O:20])=[O:17])=[CH:30][CH:31]=2)[N:9]=1)(=[O:3])[CH3:2], predict the reactants needed to synthesize it. The reactants are: [C:1]([NH:4][C:5]1[S:6][CH:7]=[C:8]([CH:10]=[N:11][C:12]2[CH:31]=[CH:30][C:15]([C:16]([NH:18][C:19]([NH:21][NH:22][C:23]([O:25][C:26]([CH3:29])([CH3:28])[CH3:27])=[O:24])=[O:20])=[O:17])=[CH:14][CH:13]=2)[N:9]=1)(=[O:3])[CH3:2].[BH4-].[Na+].C(O)(=O)C.